From a dataset of Full USPTO retrosynthesis dataset with 1.9M reactions from patents (1976-2016). Predict the reactants needed to synthesize the given product. (1) Given the product [CH3:1][C:2]1[O:3][C:4]2[CH:10]=[C:9]([CH:11]=[O:12])[CH:8]=[CH:7][C:5]=2[N:6]=1, predict the reactants needed to synthesize it. The reactants are: [CH3:1][C:2]1[O:3][C:4]2[CH:10]=[C:9]([CH2:11][OH:12])[CH:8]=[CH:7][C:5]=2[N:6]=1.[Cr](Cl)([O-])(=O)=O.[NH+]1C=CC=CC=1. (2) Given the product [C:1]([C:3]1[CH:15]=[CH:14][C:6]([C:7]([O:9][C:10]([CH3:13])([CH3:12])[CH3:11])=[O:8])=[C:5]([NH:20][CH2:18][CH3:19])[CH:4]=1)#[N:2], predict the reactants needed to synthesize it. The reactants are: [C:1]([C:3]1[CH:15]=[CH:14][C:6]([C:7]([O:9][C:10]([CH3:13])([CH3:12])[CH3:11])=[O:8])=[C:5](F)[CH:4]=1)#[N:2].Cl.[CH2:18]([NH2:20])[CH3:19].CN(C=O)C. (3) Given the product [CH3:29][N:28]([CH3:30])[C:26]([C:23]1[N:24]=[CH:25][C:20]([O:1][C:2]2[C:3]3[C:7]([CH:8]=[C:9]([C:11]([O:13][CH2:14][CH3:15])=[O:12])[CH:10]=2)=[N:6][N:5]([CH:16]([CH3:17])[CH3:18])[CH:4]=3)=[N:21][CH:22]=1)=[O:27], predict the reactants needed to synthesize it. The reactants are: [OH:1][C:2]1[C:3]2[C:7]([CH:8]=[C:9]([C:11]([O:13][CH2:14][CH3:15])=[O:12])[CH:10]=1)=[N:6][N:5]([CH:16]([CH3:18])[CH3:17])[CH:4]=2.Cl[C:20]1[N:21]=[CH:22][C:23]([C:26]([N:28]([CH3:30])[CH3:29])=[O:27])=[N:24][CH:25]=1. (4) Given the product [C:1]([O:5][C:6]([NH:8][C@@H:9]1[CH2:10][CH2:11][C@H:12]([C:15]([O:17][CH3:18])=[O:16])[CH2:13][CH2:14]1)=[O:7])([CH3:4])([CH3:2])[CH3:3], predict the reactants needed to synthesize it. The reactants are: [C:1]([O:5][C:6]([NH:8][C@@H:9]1[CH2:14][CH2:13][C@H:12]([C:15]([OH:17])=[O:16])[CH2:11][CH2:10]1)=[O:7])([CH3:4])([CH3:3])[CH3:2].[CH3:18][Si](C=[N+]=[N-])(C)C. (5) Given the product [OH:19][C:14]1[CH:15]=[CH:16][CH:17]=[CH:18][C:13]=1[C:4]1[N:3]=[C:2]([N:21]2[CH2:26][CH2:25][CH2:24][CH:23]([CH2:27][NH:28][C:29](=[O:38])[O:30][CH2:31][C:32]3[CH:37]=[CH:36][CH:35]=[CH:34][CH:33]=3)[CH2:22]2)[C:11]2[C:6](=[CH:7][C:8]([CH3:12])=[CH:9][CH:10]=2)[N:5]=1, predict the reactants needed to synthesize it. The reactants are: Cl[C:2]1[C:11]2[C:6](=[CH:7][C:8]([CH3:12])=[CH:9][CH:10]=2)[N:5]=[C:4]([C:13]2[CH:18]=[CH:17][CH:16]=[CH:15][C:14]=2[OH:19])[N:3]=1.Cl.[NH:21]1[CH2:26][CH2:25][CH2:24][CH:23]([CH2:27][NH:28][C:29](=[O:38])[O:30][CH2:31][C:32]2[CH:37]=[CH:36][CH:35]=[CH:34][CH:33]=2)[CH2:22]1.C(N(CC)CC)C. (6) Given the product [CH3:1][C@@H:2]([NH:15][CH3:14])[CH2:3][CH2:4][CH:5]=[C:6]([CH3:8])[CH3:7], predict the reactants needed to synthesize it. The reactants are: [CH3:1][C@@H:2](OS(C)(=O)=O)[CH2:3][CH2:4][CH:5]=[C:6]([CH3:8])[CH3:7].[CH3:14][NH2:15].O. (7) Given the product [CH3:39][O:38][C:21]1[CH:20]=[C:19](/[CH:17]=[C:15]2/[C:11]([NH:9][CH2:8][CH2:7][CH:3]3[CH2:4][CH2:5][CH2:6][N:2]3[CH3:1])=[N:12][C:13](=[O:16])[S:14]/2)[CH:37]=[CH:36][C:22]=1[O:23][C:24]1[CH:31]=[CH:30][C:27]([C:28]#[N:29])=[CH:26][C:25]=1[C:32]([F:33])([F:35])[F:34], predict the reactants needed to synthesize it. The reactants are: [CH3:1][N:2]1[CH2:6][CH2:5][CH2:4][CH:3]1[CH2:7][CH2:8][NH2:9].S=[C:11]1[CH2:15][S:14][C:13](=[O:16])[NH:12]1.[CH:17]([C:19]1[CH:37]=[CH:36][C:22]([O:23][C:24]2[CH:31]=[CH:30][C:27]([C:28]#[N:29])=[CH:26][C:25]=2[C:32]([F:35])([F:34])[F:33])=[C:21]([O:38][CH3:39])[CH:20]=1)=O.CC(C)([O-])C.[K+].[Cl-].[NH4+]. (8) The reactants are: [CH2:1]([C@@H:8]1[C@@H:16]([CH2:17][CH2:18][CH2:19][CH3:20])[C@H:15]([CH3:21])[O:14][C:13](=[O:22])[C@@H:12]([NH:23][C:24](=[O:34])[C:25]2[C:30]([OH:31])=[C:29]([O:32][CH3:33])[CH:28]=[CH:27][N:26]=2)[CH2:11][CH2:10][CH2:9]1)[C:2]1[CH:7]=[CH:6][CH:5]=[CH:4][CH:3]=1.CCN(CC)CC.[C:42](Cl)(=[O:44])[CH3:43]. Given the product [C:42]([O:31][C:30]1[C:25]([C:24](=[O:34])[NH:23][C@H:12]2[CH2:11][CH2:10][CH2:9][C@H:8]([CH2:1][C:2]3[CH:3]=[CH:4][CH:5]=[CH:6][CH:7]=3)[C@@H:16]([CH2:17][CH2:18][CH2:19][CH3:20])[C@H:15]([CH3:21])[O:14][C:13]2=[O:22])=[N:26][CH:27]=[CH:28][C:29]=1[O:32][CH3:33])(=[O:44])[CH3:43], predict the reactants needed to synthesize it.